From a dataset of Full USPTO retrosynthesis dataset with 1.9M reactions from patents (1976-2016). Predict the reactants needed to synthesize the given product. (1) Given the product [I:27][CH2:2][CH2:3][CH2:4][C:5]1[CH:12]=[CH:11][C:8]([C:9]#[N:10])=[CH:7][CH:6]=1, predict the reactants needed to synthesize it. The reactants are: O[CH2:2][CH2:3][CH2:4][C:5]1[CH:12]=[CH:11][C:8]([C:9]#[N:10])=[CH:7][CH:6]=1.CCN(CC)CC.CS(Cl)(=O)=O.Cl.[Na+].[I-:27]. (2) Given the product [NH2:21][CH2:20][CH:17]1[CH2:16][CH2:15][CH:14]([N:13]([CH:11]([CH3:8])[CH3:29])[CH:6]=[O:1])[CH2:19][CH2:18]1, predict the reactants needed to synthesize it. The reactants are: [O:1]1[CH2:6]COCC1.Cl.[CH:8]([C:11]([NH:13][CH:14]1[CH2:19][CH2:18][CH:17]([CH2:20][NH:21]C(=O)OC(C)(C)C)[CH2:16][CH2:15]1)=O)(C)C.[CH3:29]COCC. (3) Given the product [F:17][C:18]1[CH:19]=[C:20]([CH:23]=[CH:24][C:25]=1[N:26]1[CH2:31][CH2:30][N:29]([CH2:2][C:3]2[CH:12]=[N:11][C:10]3[N:9]4[CH2:13][CH2:14][CH2:15][C@H:8]4[C:7](=[O:16])[NH:6][C:5]=3[CH:4]=2)[CH2:28][CH2:27]1)[C:21]#[N:22], predict the reactants needed to synthesize it. The reactants are: O[CH2:2][C:3]1[CH:12]=[N:11][C:10]2[N:9]3[CH2:13][CH2:14][CH2:15][C@H:8]3[C:7](=[O:16])[NH:6][C:5]=2[CH:4]=1.[F:17][C:18]1[CH:19]=[C:20]([CH:23]=[CH:24][C:25]=1[N:26]1[CH2:31][CH2:30][NH:29][CH2:28][CH2:27]1)[C:21]#[N:22].[I-].C(C[P+](C)(C)C)#N.C(N(CC)C(C)C)(C)C. (4) Given the product [C:24]([CH2:23][C:19]1([NH:18][C:15]([C:7]2[CH:6]=[CH:5][C:4]([CH:1]3[CH2:2][CH2:3]3)=[C:9]([O:10][CH2:11][CH:12]3[CH2:13][CH2:14]3)[N:8]=2)=[O:17])[CH2:22][O:21][CH2:20]1)(=[O:25])[NH2:26], predict the reactants needed to synthesize it. The reactants are: [CH:1]1([C:4]2[CH:5]=[CH:6][C:7]([C:15]([OH:17])=O)=[N:8][C:9]=2[O:10][CH2:11][CH:12]2[CH2:14][CH2:13]2)[CH2:3][CH2:2]1.[NH2:18][C:19]1([CH2:23][C:24]([NH2:26])=[O:25])[CH2:22][O:21][CH2:20]1. (5) Given the product [CH2:25]([NH:27][CH2:20][C:18]([CH2:17][NH:16][C:11]1[CH:12]=[CH:13][CH:14]=[C:15]2[C:10]=1[CH:9]=[N:8][N:7]2[C:1]1[CH:6]=[CH:5][CH:4]=[CH:3][CH:2]=1)([OH:19])[C:21]([F:24])([F:23])[F:22])[CH3:26], predict the reactants needed to synthesize it. The reactants are: [C:1]1([N:7]2[C:15]3[CH:14]=[CH:13][CH:12]=[C:11]([NH:16][CH2:17][C:18]4([C:21]([F:24])([F:23])[F:22])[CH2:20][O:19]4)[C:10]=3[CH:9]=[N:8]2)[CH:6]=[CH:5][CH:4]=[CH:3][CH:2]=1.[CH2:25]([NH2:27])[CH3:26].